This data is from Experimentally validated miRNA-target interactions with 360,000+ pairs, plus equal number of negative samples. The task is: Binary Classification. Given a miRNA mature sequence and a target amino acid sequence, predict their likelihood of interaction. (1) The miRNA is mmu-miR-5120 with sequence UUUGGGGCUGUGGUGCCACCAGC. The protein sequence of the target gene is MAAYLQWRRFVFFDKELVKEPLSNDGAAPGATPASGSAASKFLCLPPGITVCDSGRGSLVFGDMEGQIWFLPRSLQLTGFQAYKLRVTHLYQLKQHNILASVGEDEEGINPLVKIWNLEKRDGGNPLCTRIFPAIPGTEPTVVSCLTVHENLNFMAIGFTDGSVTLNKGDITRDRHSKTQILHKGNYPVTGLAFRQAGKTTHLFVVTTENVQSYIVSGKDYPRVELDTHGCGLRCSALSDPSQDLQFIVAGDECVYLYQPDERGPCFAFEGHKLIAHWFRGYLIIVSRDRKVSPKSEFTS.... Result: 0 (no interaction). (2) The miRNA is hsa-miR-6761-5p with sequence UCUGAGAGAGCUCGAUGGCAG. The protein sequence of the target gene is MEFHNGGHVSGIGGFLVSLTSRMKPHTLAVTPALIFAITVATIGSFQFGYNTGVINAPETIIKEFINKTLTDKANAPPSEVLLTNLWSLSVAIFSVGGMIGSFSVGLFVNRFGRRNSMLIVNLLAATGGCLMGLCKIAESVEMLILGRLVIGLFCGLCTGFVPMYIGEISPTALRGAFGTLNQLGIVIGILVAQIFGLELILGSEELWPVLLGFTILPAILQSAALPCCPESPRFLLINRKKEENATRILQRLWGTQDVSQDIQEMKDESARMSQEKQVTVLELFRVSSYRQPIIISIVL.... Result: 1 (interaction). (3) Result: 0 (no interaction). The protein sequence of the target gene is MVSKLTSLQQELLSALLSSGVTKEVLIQALEELLPSPNFGVKLETLPLSPGSGADLDTKPVFHTLTNGHAKGRLSGDEGSEDGDDYDTPPILKELQALNTEEAAEQRAEVDRMLSEDPWRAAKMIKGYMQQHNIPQREVVDVTGLNQSHLSQHLNKGTPMKTQKRAALYTWYVRKQREILRQFNQTVQSSGNMTDKSSQDQLLFLFPEFSQQNQGPGQSEDTCSEPTNKKMRRNRFKWGPASQQILYQAYDRQKNPSKEEREALVEECNRAECLQRGVSPSKAHGLGSNLVTEVRVYNWF.... The miRNA is hsa-miR-187-3p with sequence UCGUGUCUUGUGUUGCAGCCGG.